This data is from Forward reaction prediction with 1.9M reactions from USPTO patents (1976-2016). The task is: Predict the product of the given reaction. Given the reactants [F:1][CH:2]1[CH2:7][CH2:6][N:5]([C:8]2[CH:13]=[C:12]([C:14]([F:17])([F:16])[F:15])[CH:11]=[C:10]([N+:18]([O-])=O)[CH:9]=2)[CH2:4][CH2:3]1, predict the reaction product. The product is: [F:1][CH:2]1[CH2:7][CH2:6][N:5]([C:8]2[CH:9]=[C:10]([CH:11]=[C:12]([C:14]([F:17])([F:15])[F:16])[CH:13]=2)[NH2:18])[CH2:4][CH2:3]1.